From a dataset of Reaction yield outcomes from USPTO patents with 853,638 reactions. Predict the reaction yield, written as a fraction of the theoretical maximum amount of product (1.0 means a 100% yield; for example, 0.34 means a 34% yield). (1) The reactants are [C:1]1([CH:7]([C:20]2[CH:25]=[CH:24][CH:23]=[CH:22][CH:21]=2)[CH2:8][CH2:9][NH:10][C:11](=[O:19])[C:12]2[CH:17]=[CH:16][C:15]([OH:18])=[N:14][CH:13]=2)[CH:6]=[CH:5][CH:4]=[CH:3][CH:2]=1.Br[CH2:27][C:28]#[N:29]. The catalyst is C(#N)C. The product is [C:20]1([CH:7]([C:1]2[CH:2]=[CH:3][CH:4]=[CH:5][CH:6]=2)[CH2:8][CH2:9][NH:10][C:11]([C:12]2[CH:17]=[CH:16][C:15](=[O:18])[N:14]([CH2:27][C:28]#[N:29])[CH:13]=2)=[O:19])[CH:25]=[CH:24][CH:23]=[CH:22][CH:21]=1. The yield is 0.197. (2) The reactants are [F:1][C:2]1[CH:7]=[C:6]([N+:8]([O-])=O)[CH:5]=[CH:4][C:3]=1[C:11]1[S:12][CH2:13][C:14](=[O:17])[NH:15][N:16]=1.O.[Cl-].[NH4+].ClCCl. The catalyst is C(O)C.[Fe]. The product is [NH2:8][C:6]1[CH:5]=[CH:4][C:3]([C:11]2[S:12][CH2:13][C:14](=[O:17])[NH:15][N:16]=2)=[C:2]([F:1])[CH:7]=1. The yield is 0.920.